The task is: Predict which catalyst facilitates the given reaction.. This data is from Catalyst prediction with 721,799 reactions and 888 catalyst types from USPTO. Reactant: [C:1]([O:5][C:6]([NH:8][NH2:9])=[O:7])([CH3:4])([CH3:3])[CH3:2].[F:10][C:11]1([F:18])[CH2:16][CH2:15][C:14](=O)[CH2:13][CH2:12]1. Product: [C:1]([O:5][C:6]([NH:8][N:9]=[C:14]1[CH2:15][CH2:16][C:11]([F:18])([F:10])[CH2:12][CH2:13]1)=[O:7])([CH3:4])([CH3:3])[CH3:2]. The catalyst class is: 5.